From a dataset of Full USPTO retrosynthesis dataset with 1.9M reactions from patents (1976-2016). Predict the reactants needed to synthesize the given product. (1) Given the product [N:27]1([C:32]2[CH:44]=[CH:43][C:42]3[C:41]4[C:36](=[CH:37][CH:38]=[CH:39][CH:40]=4)[N:35]([C:18]4[CH:17]=[CH:16][CH:15]=[C:20]([C:8]5([C:21]6[CH:26]=[CH:25][CH:24]=[CH:23][N:22]=6)[C:4]6[CH:5]=[CH:6][CH:7]=[CH:2][C:3]=6[C:10]6[C:9]5=[CH:14][CH:13]=[CH:12][CH:11]=6)[CH:19]=4)[C:34]=3[CH:33]=2)[CH:31]=[CH:30][CH:29]=[N:28]1, predict the reactants needed to synthesize it. The reactants are: Br[C:2]1[CH:3]=[C:4]([C:8]2([C:21]3[CH:26]=[CH:25][CH:24]=[CH:23][N:22]=3)[C:20]3[CH:19]=[CH:18][CH:17]=[CH:16][C:15]=3[C:14]3[C:9]2=[CH:10][CH:11]=[CH:12][CH:13]=3)[CH:5]=[CH:6][CH:7]=1.[N:27]1([C:32]2[CH:44]=[CH:43][C:42]3[C:41]4[C:36](=[CH:37][CH:38]=[CH:39][CH:40]=4)[NH:35][C:34]=3[CH:33]=2)[CH:31]=[CH:30][CH:29]=[N:28]1.CC(P(C(C)(C)C)C1C(C2C=CC=CC=2)=CC=CC=1)(C)C.CC([O-])(C)C.[Na+]. (2) Given the product [ClH:17].[CH:1]1([N:4]2[CH:8]=[C:7]([NH2:9])[N:6]=[CH:5]2)[CH2:3][CH2:2]1, predict the reactants needed to synthesize it. The reactants are: [CH:1]1([N:4]2[CH:8]=[C:7]([NH:9]C(=O)OC(C)(C)C)[N:6]=[CH:5]2)[CH2:3][CH2:2]1.[ClH:17]. (3) Given the product [CH2:34]([O:33][CH:26]([O:30][CH2:31][CH3:32])[C:3]1[CH:4]=[C:5]([CH:17]=[C:18]([C:22]([F:23])([F:25])[F:24])[C:19]=1[O:20][CH3:21])[C:6]([N:8]1[C:12]2[CH:13]=[CH:14][CH:15]=[CH:16][C:11]=2[S:10][CH2:9]1)=[O:7])[CH3:35], predict the reactants needed to synthesize it. The reactants are: C([C:3]1[CH:4]=[C:5]([CH:17]=[C:18]([C:22]([F:25])([F:24])[F:23])[C:19]=1[O:20][CH3:21])[C:6]([N:8]1[C:12]2[CH:13]=[CH:14][CH:15]=[CH:16][C:11]=2[S:10][CH2:9]1)=[O:7])=O.[CH:26]([O:33][CH2:34][CH3:35])([O:30][CH2:31][CH3:32])OCC. (4) Given the product [Br:11][C:12]1[CH:13]=[C:14]([CH:22]2[C:10]3[C:2](=[C:3]4[CH:4]=[CH:5][NH:6][C:7]4=[CH:8][CH:9]=3)[O:1][CH:24]([OH:25])[CH2:23]2)[CH:15]=[C:16]([O:20][CH3:21])[C:17]=1[O:18][CH3:19].[CH3:28][OH:29], predict the reactants needed to synthesize it. The reactants are: [OH:1][C:2]1[CH:10]=[CH:9][CH:8]=[C:7]2[C:3]=1[CH:4]=[CH:5][NH:6]2.[Br:11][C:12]1[CH:13]=[C:14]([CH:22]=[CH:23][CH:24]=[O:25])[CH:15]=[C:16]([O:20][CH3:21])[C:17]=1[O:18][CH3:19].N1CC[O:29][CH2:28]C1. (5) Given the product [CH2:18]([O:17][C:9]1[C:10]([C:12]([O:14][CH2:15][CH3:16])=[O:13])=[CH:11][N:7]([CH:1]2[CH2:2][CH2:3][CH2:4][CH2:5][CH2:6]2)[N:8]=1)[C:19]1[CH:24]=[CH:23][CH:22]=[CH:21][CH:20]=1, predict the reactants needed to synthesize it. The reactants are: [CH:1]1([N:7]2[CH:11]=[C:10]([C:12]([O:14][CH2:15][CH3:16])=[O:13])[C:9]([OH:17])=[N:8]2)[CH2:6][CH2:5][CH2:4][CH2:3][CH2:2]1.[CH2:18](Br)[C:19]1[CH:24]=[CH:23][CH:22]=[CH:21][CH:20]=1.C(=O)([O-])[O-].[K+].[K+].[Cl-].[NH4+]. (6) Given the product [Br:28][C:29]1[CH:30]=[N:31][C:32]([N:15]2[CH2:14][CH2:13][N:12]([C:10](=[O:11])[CH2:9][N:6]3[C:7]([CH3:8])=[C:3]([Cl:2])[C:4]([C:18]([F:21])([F:19])[F:20])=[N:5]3)[CH2:17][CH2:16]2)=[N:33][CH:34]=1, predict the reactants needed to synthesize it. The reactants are: Cl.[Cl:2][C:3]1[C:4]([C:18]([F:21])([F:20])[F:19])=[N:5][N:6]([CH2:9][C:10]([N:12]2[CH2:17][CH2:16][NH:15][CH2:14][CH2:13]2)=[O:11])[C:7]=1[CH3:8].C(=O)([O-])[O-].[K+].[K+].[Br:28][C:29]1[CH:30]=[N:31][C:32](Cl)=[N:33][CH:34]=1. (7) Given the product [C:9]([O:8][C:6]([NH:5][C@H:4]([C:3]([O:2][CH3:1])=[O:15])[CH2:13][S:34][C:28]1[CH:33]=[CH:32][CH:31]=[CH:30][CH:29]=1)=[O:7])([CH3:12])([CH3:11])[CH3:10], predict the reactants needed to synthesize it. The reactants are: [CH3:1][O:2][C:3](=[O:15])[C@H:4]([CH2:13]O)[NH:5][C:6]([O:8][C:9]([CH3:12])([CH3:11])[CH3:10])=[O:7].C(NC(C)C)(C)C.CS(Cl)(=O)=O.[C:28]1([SH:34])[CH:33]=[CH:32][CH:31]=[CH:30][CH:29]=1. (8) Given the product [CH2:1]([O:5][C:6]1[C:7]2[C:14]([C:15](=[CH2:18])[C:16]#[N:17])=[CH:13][NH:12][C:8]=2[N:9]=[CH:10][N:11]=1)[CH:2]([CH3:4])[CH3:3], predict the reactants needed to synthesize it. The reactants are: [CH2:1]([O:5][C:6]1[C:7]2[C:14]([C:15](=[CH2:18])[C:16]#[N:17])=[CH:13][N:12](S(C3C=CC(C)=CC=3)(=O)=O)[C:8]=2[N:9]=[CH:10][N:11]=1)[CH:2]([CH3:4])[CH3:3].[OH-].[Li+].C(O)(=O)CC(CC(O)=O)(C(O)=O)O. (9) Given the product [C:1]([N:9]1[C:17]2[C:12](=[CH:13][CH:14]=[CH:15][CH:16]=2)[C:11]([C:18]([NH:41][CH2:42][C:43]2[C:44]([OH:51])=[N:45][C:46]([CH3:50])=[CH:47][C:48]=2[CH3:49])=[O:20])=[C:10]1[CH3:21])(=[O:8])[C:2]1[CH:3]=[CH:4][CH:5]=[CH:6][CH:7]=1, predict the reactants needed to synthesize it. The reactants are: [C:1]([N:9]1[C:17]2[C:12](=[CH:13][CH:14]=[CH:15][CH:16]=2)[C:11]([C:18]([OH:20])=O)=[C:10]1[CH3:21])(=[O:8])[C:2]1[CH:7]=[CH:6][CH:5]=[CH:4][CH:3]=1.Cl.CN(C)CCCN=C=NCC.C(N(CC)CC)C.[NH2:41][CH2:42][C:43]1[C:44]([OH:51])=[N:45][C:46]([CH3:50])=[CH:47][C:48]=1[CH3:49].